This data is from Reaction yield outcomes from USPTO patents with 853,638 reactions. The task is: Predict the reaction yield, written as a fraction of the theoretical maximum amount of product (1.0 means a 100% yield; for example, 0.34 means a 34% yield). (1) The reactants are [P:1]([O-:42])([O-:41])([O:3][C:4](C(C)(C)C)(C(C)(C)C)[N:5]1[CH:10]=[CH:9][C:8]([NH:11][C:12](=[O:31])[C:13]2[CH:18]=[C:17]([C:19]([F:22])([F:21])[F:20])[CH:16]=[CH:15][C:14]=2[O:23][C:24]2[CH:29]=[CH:28][C:27]([F:30])=[CH:26][CH:25]=2)=[CH:7][C:6]1=[O:32])=[O:2]. The catalyst is CC#N.O.CC(O)=O. The product is [P:1]([OH:42])([OH:41])([O:3][CH2:4][N:5]1[CH:10]=[CH:9][C:8]([NH:11][C:12](=[O:31])[C:13]2[CH:18]=[C:17]([C:19]([F:20])([F:22])[F:21])[CH:16]=[CH:15][C:14]=2[O:23][C:24]2[CH:29]=[CH:28][C:27]([F:30])=[CH:26][CH:25]=2)=[CH:7][C:6]1=[O:32])=[O:2]. The yield is 0.555. (2) The yield is 0.730. The reactants are Cl.[NH2:2][CH2:3][C:4]1[CH:12]=[CH:11][CH:10]=[C:9]2[C:5]=1[C:6](=[O:22])[N:7]([CH:14]1[CH2:19][CH2:18][C:17](=[O:20])[NH:16][C:15]1=[O:21])[C:8]2=[O:13].N12CCCN=C1CCCCC2.ON1C2C=CC=CC=2N=N1.[CH3:44][O:45][C:46]1[CH:58]=[CH:57][C:49]2[C:50]([CH2:53][C:54](O)=[O:55])=[CH:51][O:52][C:48]=2[CH:47]=1.Cl.CN(C)CCCN=C=NCC. The catalyst is C(#N)C. The product is [O:21]=[C:15]1[CH:14]([N:7]2[C:6](=[O:22])[C:5]3[C:9](=[CH:10][CH:11]=[CH:12][C:4]=3[CH2:3][NH:2][C:54](=[O:55])[CH2:53][C:50]3[C:49]4[CH:57]=[CH:58][C:46]([O:45][CH3:44])=[CH:47][C:48]=4[O:52][CH:51]=3)[C:8]2=[O:13])[CH2:19][CH2:18][C:17](=[O:20])[NH:16]1. (3) The reactants are Cl[CH2:2][C:3]([NH:5][C:6]([CH3:40])([CH3:39])[C:7]([NH:9][CH2:10][CH2:11][N:12]([CH2:26][CH2:27][NH:28][C:29](=[O:38])[C:30]([CH3:37])([NH:32][C:33](=[O:36])[CH2:34]Cl)[CH3:31])[CH2:13][CH2:14][NH:15][C:16](=[O:25])[C:17]([NH:20][C:21](=[O:24])[CH2:22]Cl)([CH3:19])[CH3:18])=[O:8])=[O:4].[K+].[CH2:42]([O:44][C:45]([S-:47])=[S:46])[CH3:43]. The catalyst is C(#N)C. The product is [CH2:42]([O:44][C:45](=[S:47])[S:46][CH2:2][C:3](=[O:4])[NH:5][C:6]([C:7](=[O:8])[NH:9][CH2:10][CH2:11][N:12]([CH2:26][CH2:27][NH:28][C:29](=[O:38])[C:30]([NH:32][C:33](=[O:36])[CH2:34][S:47][C:45]([O:44][CH2:42][CH3:43])=[S:46])([CH3:37])[CH3:31])[CH2:13][CH2:14][NH:15][C:16](=[O:25])[C:17]([CH3:19])([NH:20][C:21](=[O:24])[CH2:22][S:46][C:45]([O:44][CH2:42][CH3:43])=[S:47])[CH3:18])([CH3:40])[CH3:39])[CH3:43]. The yield is 0.870. (4) The reactants are [CH3:1][C:2]1[C:6]([CH3:7])=[C:5]([NH:8][C:9](=[O:16])OCC(Cl)(Cl)Cl)[O:4][N:3]=1.Cl.Cl.[F:19][C:20]1[CH:21]=[C:22]([C:27]2[CH:32]=[CH:31][N:30]=[C:29]([N:33]3[CH2:38][CH2:37][NH:36][CH2:35][CH2:34]3)[N:28]=2)[CH:23]=[CH:24][C:25]=1[F:26]. The catalyst is O1CCCC1.CCCCCC. The product is [CH3:1][C:2]1[C:6]([CH3:7])=[C:5]([NH:8][C:9]([N:36]2[CH2:37][CH2:38][N:33]([C:29]3[N:28]=[C:27]([C:22]4[CH:23]=[CH:24][C:25]([F:26])=[C:20]([F:19])[CH:21]=4)[CH:32]=[CH:31][N:30]=3)[CH2:34][CH2:35]2)=[O:16])[O:4][N:3]=1. The yield is 0.680.